From a dataset of Forward reaction prediction with 1.9M reactions from USPTO patents (1976-2016). Predict the product of the given reaction. Given the reactants [CH2:1]=[C:2]([P:16]([C:23]1[CH:28]=[CH:27][CH:26]=[CH:25][CH:24]=1)[C:17]1[CH:22]=[CH:21][CH:20]=[CH:19][CH:18]=1)[P:3]([C:10]1[CH:15]=[CH:14][CH:13]=[CH:12][CH:11]=1)[C:4]1[CH:9]=[CH:8][CH:7]=[CH:6][CH:5]=1.CCCCCC, predict the reaction product. The product is: [CH2:1]=[C:2]([P:3]([C:10]1[CH:15]=[CH:14][CH:13]=[CH:12][CH:11]=1)[C:4]1[CH:5]=[CH:6][CH:7]=[CH:8][CH:9]=1)[P:16]([C:23]1[CH:28]=[CH:27][CH:26]=[CH:25][CH:24]=1)[C:17]1[CH:18]=[CH:19][CH:20]=[CH:21][CH:22]=1.